This data is from NCI-60 drug combinations with 297,098 pairs across 59 cell lines. The task is: Regression. Given two drug SMILES strings and cell line genomic features, predict the synergy score measuring deviation from expected non-interaction effect. Drug 1: CCC1=CC2CC(C3=C(CN(C2)C1)C4=CC=CC=C4N3)(C5=C(C=C6C(=C5)C78CCN9C7C(C=CC9)(C(C(C8N6C)(C(=O)OC)O)OC(=O)C)CC)OC)C(=O)OC.C(C(C(=O)O)O)(C(=O)O)O. Drug 2: CC1=CC2C(CCC3(C2CCC3(C(=O)C)OC(=O)C)C)C4(C1=CC(=O)CC4)C. Cell line: A498. Synergy scores: CSS=27.4, Synergy_ZIP=-2.81, Synergy_Bliss=-0.0406, Synergy_Loewe=2.33, Synergy_HSA=2.44.